From a dataset of Catalyst prediction with 721,799 reactions and 888 catalyst types from USPTO. Predict which catalyst facilitates the given reaction. (1) Reactant: [CH:1]1[CH:6]=[CH:5][CH:4]=[CH:3][CH:2]=1.[C:7]1(=[O:14])[O:13][C:11](=[O:12])[CH2:10][C:8]1=[CH2:9].[Cl-].[Al+3].[Cl-].[Cl-].Cl. Product: [CH2:9]=[C:8]([CH2:10][C:11](=[O:12])[C:1]1[CH:6]=[CH:5][CH:4]=[CH:3][CH:2]=1)[C:7]([OH:14])=[O:13]. The catalyst class is: 26. (2) Reactant: [CH2:1]([C:5]1[N:10]=[C:9]([CH3:11])[N:8]([CH2:12][CH:13]([OH:20])[C:14]2[CH:19]=[CH:18][CH:17]=[CH:16][CH:15]=2)[C:7](=[O:21])[C:6]=1[CH2:22][C:23]1[CH:28]=[CH:27][C:26]([C:29]2[CH:34]=[CH:33][CH:32]=[CH:31][C:30]=2[C:35]2[NH:39][C:38](=[O:40])[O:37][N:36]=2)=[CH:25][CH:24]=1)[CH2:2][CH2:3][CH3:4].CC(OI1(OC(C)=O)(OC(C)=O)OC(=O)C2C1=CC=CC=2)=O.C(=O)([O-])O.[Na+].S([O-])([O-])(=O)=S.[Na+].[Na+]. Product: [CH2:1]([C:5]1[N:10]=[C:9]([CH3:11])[N:8]([CH2:12][C:13](=[O:20])[C:14]2[CH:15]=[CH:16][CH:17]=[CH:18][CH:19]=2)[C:7](=[O:21])[C:6]=1[CH2:22][C:23]1[CH:24]=[CH:25][C:26]([C:29]2[CH:34]=[CH:33][CH:32]=[CH:31][C:30]=2[C:35]2[NH:39][C:38](=[O:40])[O:37][N:36]=2)=[CH:27][CH:28]=1)[CH2:2][CH2:3][CH3:4]. The catalyst class is: 2. (3) Reactant: [C:1]([NH:4][CH2:5][CH2:6][NH:7][C:8]([C:10]1[S:11][C:12]([C:15]2[N:20]=[C:19]([NH:21][C:22]3[CH:26]=[C:25]([CH:27]4[CH2:29][CH2:28]4)[N:24](C(=O)C)[N:23]=3)[C:18]([C:33]#[C:34][Si](C)(C)C)=[CH:17][N:16]=2)=[CH:13][CH:14]=1)=[O:9])(=[O:3])[CH3:2].C([O-])([O-])=O.[K+].[K+]. Product: [C:1]([NH:4][CH2:5][CH2:6][NH:7][C:8]([C:10]1[S:11][C:12]([C:15]2[N:20]=[C:19]([NH:21][C:22]3[CH:26]=[C:25]([CH:27]4[CH2:28][CH2:29]4)[NH:24][N:23]=3)[C:18]([C:33]#[CH:34])=[CH:17][N:16]=2)=[CH:13][CH:14]=1)=[O:9])(=[O:3])[CH3:2]. The catalyst class is: 14. (4) Reactant: Cl[C:2]1[N:3]=[N:4][CH:5]=[C:6]([N:12]2[CH2:17][CH2:16][CH:15]([C:18]3[C:23]([O:24][CH3:25])=[CH:22][CH:21]=[CH:20][C:19]=3[F:26])[CH2:14][CH2:13]2)[C:7]=1[C:8]([F:11])([F:10])[F:9].C(=O)([O-])[O-].[K+].[K+].[NH2:33][NH2:34]. Product: [F:26][C:19]1[CH:20]=[CH:21][CH:22]=[C:23]([O:24][CH3:25])[C:18]=1[CH:15]1[CH2:16][CH2:17][N:12]([C:6]2[C:7]([C:8]([F:11])([F:10])[F:9])=[C:2]([NH:33][NH2:34])[N:3]=[N:4][CH:5]=2)[CH2:13][CH2:14]1. The catalyst class is: 38. (5) The catalyst class is: 13. Reactant: [CH2:1]([O:8][C:9]1[C:17]([O:18][CH3:19])=[CH:16][C:12]([CH:13]=[N:14][OH:15])=[C:11]([I:20])[CH:10]=1)[C:2]1[CH:7]=[CH:6][CH:5]=[CH:4][CH:3]=1.CN(C)C=O.[Cl:26]N1C(=O)CCC1=O.O. Product: [CH2:1]([O:8][C:9]1[C:17]([O:18][CH3:19])=[CH:16][C:12]([C:13]([Cl:26])=[N:14][OH:15])=[C:11]([I:20])[CH:10]=1)[C:2]1[CH:3]=[CH:4][CH:5]=[CH:6][CH:7]=1.